From a dataset of Catalyst prediction with 721,799 reactions and 888 catalyst types from USPTO. Predict which catalyst facilitates the given reaction. (1) Reactant: [CH3:1][O:2][C:3]1[CH:4]=[C:5]([C:13]2[N:14]=[C:15]3[CH:21]=[CH:20][NH:19][C:16]3=[N:17][CH:18]=2)[CH:6]=[C:7]([O:11][CH3:12])[C:8]=1[O:9][CH3:10].[OH-].[K+].[I:24]I.S([O-])([O-])(=O)=S.[Na+].[Na+]. Product: [I:24][C:21]1[C:15]2[C:16](=[N:17][CH:18]=[C:13]([C:5]3[CH:6]=[C:7]([O:11][CH3:12])[C:8]([O:9][CH3:10])=[C:3]([O:2][CH3:1])[CH:4]=3)[N:14]=2)[NH:19][CH:20]=1. The catalyst class is: 9. (2) Reactant: [F:1][C:2]1[CH:10]=[CH:9][C:8]2[N:4]([CH:5]=[C:6]([CH3:15])[C:7]=2[CH2:11][C:12]([OH:14])=[O:13])[CH:3]=1.[CH:16]1(N=C=NC2CCCCC2)CCCCC1.CO. Product: [CH3:16][O:13][C:12](=[O:14])[CH2:11][C:7]1[C:6]([CH3:15])=[CH:5][N:4]2[C:8]=1[CH:9]=[CH:10][C:2]([F:1])=[CH:3]2. The catalyst class is: 119.